Task: Predict which catalyst facilitates the given reaction.. Dataset: Catalyst prediction with 721,799 reactions and 888 catalyst types from USPTO (1) Reactant: [NH:1]1[C:9]2[C:4](=[CH:5][CH:6]=[C:7]([C:10]([OH:12])=O)[CH:8]=2)[CH:3]=[CH:2]1.[NH2:13][CH2:14][C:15]1[N:16]=[CH:17][N:18]([C:20]2[CH:25]=[CH:24][C:23]([I:26])=[CH:22][CH:21]=2)[CH:19]=1.F[P-](F)(F)(F)(F)F.N1(O[P+](N(C)C)(N(C)C)N(C)C)C2C=CC=CC=2N=N1.O. Product: [I:26][C:23]1[CH:22]=[CH:21][C:20]([N:18]2[CH:19]=[C:15]([CH2:14][NH:13][C:10]([C:7]3[CH:8]=[C:9]4[C:4]([CH:3]=[CH:2][NH:1]4)=[CH:5][CH:6]=3)=[O:12])[N:16]=[CH:17]2)=[CH:25][CH:24]=1. The catalyst class is: 31. (2) Reactant: [C:1]([O:4][CH2:5][CH2:6][O:7][C:8]1[CH:13]=[CH:12][C:11]([NH:14][C:15](=[O:25])[CH2:16][NH:17]C(OC(C)(C)C)=O)=[C:10]([O:26][CH3:27])[CH:9]=1)(=[O:3])[CH3:2].[F:28][C:29]([F:34])([F:33])[C:30]([OH:32])=[O:31]. Product: [F:28][C:29]([F:34])([F:33])[C:30]([OH:32])=[O:31].[C:1]([O:4][CH2:5][CH2:6][O:7][C:8]1[CH:13]=[CH:12][C:11]([NH:14][C:15](=[O:25])[CH2:16][NH2:17])=[C:10]([O:26][CH3:27])[CH:9]=1)(=[O:3])[CH3:2]. The catalyst class is: 4.